Dataset: Reaction yield outcomes from USPTO patents with 853,638 reactions. Task: Predict the reaction yield, written as a fraction of the theoretical maximum amount of product (1.0 means a 100% yield; for example, 0.34 means a 34% yield). (1) The reactants are [CH2:1]([O:8][C:9]([N:11]1[CH2:16][CH2:15][NH:14][C:13](=[O:17])[C@@H:12]1[CH2:18][O:19][CH3:20])=[O:10])[C:2]1[CH:7]=[CH:6][CH:5]=[CH:4][CH:3]=1.Br[CH2:22][C:23]1[CH:24]=[N:25][C:26]([S:29][CH3:30])=[N:27][CH:28]=1.[OH-].[Na+]. The catalyst is [Br-].C([N+](CCCC)(CCCC)CCCC)CCC.ClCCl.O. The product is [CH2:1]([O:8][C:9]([N:11]1[CH2:16][CH2:15][N:14]([CH2:22][C:23]2[CH:24]=[N:25][C:26]([S:29][CH3:30])=[N:27][CH:28]=2)[C:13](=[O:17])[C@@H:12]1[CH2:18][O:19][CH3:20])=[O:10])[C:2]1[CH:7]=[CH:6][CH:5]=[CH:4][CH:3]=1. The yield is 0.330. (2) The reactants are [CH:1]1[C:14]2[C:13](=[O:15])[C:12](=[O:16])[C:11]3[C:6](=[CH:7][CH:8]=[CH:9][CH:10]=3)[C:5]=2[CH:4]=[CH:3][CH:2]=1.FC(F)(F)C(O)=O.[I:24]N1C(=O)CCC1=O. The catalyst is O. The product is [I:24][C:2]1[CH:3]=[CH:4][C:5]2[C:6]3[C:11](=[CH:10][CH:9]=[CH:8][CH:7]=3)[C:12](=[O:16])[C:13](=[O:15])[C:14]=2[CH:1]=1. The yield is 0.750. (3) The reactants are [C:9](O[C:9]([O:11][C:12]([CH3:15])([CH3:14])[CH3:13])=[O:10])([O:11][C:12]([CH3:15])([CH3:14])[CH3:13])=[O:10].[H-].[Na+].[Br:18][C:19]1[CH:27]=[CH:26][CH:25]=[C:24]2[C:20]=1[CH:21]=[CH:22][NH:23]2. The catalyst is C1COCC1. The product is [C:12]([O:11][C:9]([N:23]1[C:24]2[C:20](=[C:19]([Br:18])[CH:27]=[CH:26][CH:25]=2)[CH:21]=[CH:22]1)=[O:10])([CH3:13])([CH3:14])[CH3:15]. The yield is 0.900.